The task is: Binary Classification. Given a drug SMILES string, predict its activity (active/inactive) in a high-throughput screening assay against a specified biological target.. This data is from HIV replication inhibition screening data with 41,000+ compounds from the AIDS Antiviral Screen. (1) The compound is Nc1ccc(Nc2cc(O)nc(O)n2)cc1. The result is 0 (inactive). (2) The compound is CN(CC(O)C(O)C(O)C(O)CO)CN1C(=O)C(=O)c2ccccc21. The result is 0 (inactive). (3) The compound is CCOC(=O)C(=Cc1ccco1)C(=O)OCC. The result is 0 (inactive). (4) The drug is CC(=O)Nc1ccc(-c2nnc(SCC(=O)Nc3ccccc3C)o2)cc1. The result is 0 (inactive). (5) The compound is CCCNC(=O)C(C)(Cl)C(=O)c1ccccc1O. The result is 1 (active).